The task is: Predict the reaction yield, written as a fraction of the theoretical maximum amount of product (1.0 means a 100% yield; for example, 0.34 means a 34% yield).. This data is from Reaction yield outcomes from USPTO patents with 853,638 reactions. (1) The reactants are [Cl:1][C:2]1[CH:3]=[C:4]([CH:6]=[C:7]([Cl:9])[CH:8]=1)[NH2:5].Br.Br[CH:12]([C:14]1[CH:15]=[C:16]([C:31]([N:33]([CH3:35])[CH3:34])=[O:32])[CH:17]=[C:18]2[C:23]=1[O:22][C:21]([N:24]1[CH2:29][CH2:28][O:27][CH2:26][CH2:25]1)=[CH:20][C:19]2=[O:30])[CH3:13]. No catalyst specified. The product is [Cl:1][C:2]1[CH:3]=[C:4]([NH:5][CH:12]([C:14]2[CH:15]=[C:16]([C:31]([N:33]([CH3:35])[CH3:34])=[O:32])[CH:17]=[C:18]3[C:23]=2[O:22][C:21]([N:24]2[CH2:29][CH2:28][O:27][CH2:26][CH2:25]2)=[CH:20][C:19]3=[O:30])[CH3:13])[CH:6]=[C:7]([Cl:9])[CH:8]=1. The yield is 0.750. (2) The reactants are [S:1]1[C:5]2[CH:6]=[CH:7][CH:8]=[CH:9][C:4]=2[N:3]=[C:2]1[O:10][C:11]1[CH:16]=[CH:15][C:14]([CH2:17][CH2:18][NH:19][CH2:20][CH2:21][CH2:22][N:23]2[CH2:27][CH2:26][CH2:25][C:24]2=[O:28])=[CH:13][CH:12]=1.C(O)(=O)C.C(O[C:36]1(O[Si](C)(C)C)[CH2:38][CH2:37]1)C.[Na]. The catalyst is CCO. The product is [S:1]1[C:5]2[CH:6]=[CH:7][CH:8]=[CH:9][C:4]=2[N:3]=[C:2]1[O:10][C:11]1[CH:12]=[CH:13][C:14]([CH2:17][CH2:18][N:19]([CH:36]2[CH2:38][CH2:37]2)[CH2:20][CH2:21][CH2:22][N:23]2[CH2:27][CH2:26][CH2:25][C:24]2=[O:28])=[CH:15][CH:16]=1. The yield is 0.660. (3) The reactants are [CH2:1]([O:3][C:4](=[O:12])[CH2:5][C:6](=O)[CH:7](Br)[CH2:8][CH3:9])[CH3:2].[F:13][C:14]([F:25])([F:24])[C:15]1[CH:23]=[CH:22][C:18]([C:19]([NH2:21])=[S:20])=[CH:17][CH:16]=1. The catalyst is C(O)C. The product is [CH2:1]([O:3][C:4](=[O:12])[CH2:5][C:6]1[N:21]=[C:19]([C:18]2[CH:17]=[CH:16][C:15]([C:14]([F:24])([F:13])[F:25])=[CH:23][CH:22]=2)[S:20][C:7]=1[CH2:8][CH3:9])[CH3:2]. The yield is 0.710. (4) The reactants are [C:1]([C:3]1C=[CH:13][C:6]([CH2:7][N:8]2[CH:12]=[CH:11][N:10]=[CH:9]2)=[C:5]([CH3:15])[CH:4]=1)#[CH:2].[CH3:16][O:17][C:18](=[O:27])[CH2:19][C:20]1[CH:25]=[CH:24]C(I)=[CH:22][CH:21]=1.CO.[CH3:30][CH2:31]OC(C)=O. The catalyst is C(N(CC)CC)C.[Cu]I.Cl[Pd](Cl)([P](C1C=CC=CC=1)(C1C=CC=CC=1)C1C=CC=CC=1)[P](C1C=CC=CC=1)(C1C=CC=CC=1)C1C=CC=CC=1. The product is [N:8]1([C:7]2[CH:31]=[CH:30][C:4]([C:3]#[C:1][C:2]3[CH:22]=[CH:21][C:20]([CH2:19][C:18]([O:17][CH3:16])=[O:27])=[CH:25][CH:24]=3)=[C:5]([CH3:15])[C:6]=2[CH3:13])[CH:12]=[CH:11][N:10]=[CH:9]1. The yield is 0.250. (5) The reactants are [CH3:1][C:2]1[CH:11]=[CH:10][C:9]2[C:4](=[CH:5][CH:6]=[CH:7][C:8]=2[CH:12]2[CH2:17][CH2:16][N:15]([CH2:18][C:19]([C:21]3[CH:22]=[CH:23][C:24]4[O:29][CH2:28][C:27](=[O:30])[NH:26][C:25]=4[CH:31]=3)=[O:20])[CH2:14][CH2:13]2)[N:3]=1.[BH4-].[Na+].[ClH:34]. The catalyst is CO. The product is [ClH:34].[ClH:34].[OH:20][CH:19]([C:21]1[CH:22]=[CH:23][C:24]2[O:29][CH2:28][C:27](=[O:30])[NH:26][C:25]=2[CH:31]=1)[CH2:18][N:15]1[CH2:16][CH2:17][CH:12]([C:8]2[CH:7]=[CH:6][CH:5]=[C:4]3[C:9]=2[CH:10]=[CH:11][C:2]([CH3:1])=[N:3]3)[CH2:13][CH2:14]1. The yield is 0.300. (6) The reactants are C([O:3][C:4]([C:6]1[C:10]([C:11]2[CH:16]=[CH:15][C:14]([F:17])=[CH:13][CH:12]=2)=[C:9]([CH:18]=[O:19])[NH:8][C:7]=1[CH2:20][CH2:21][NH2:22])=O)C.O.[OH-].[Li+].O. The catalyst is C(O)C. The product is [F:17][C:14]1[CH:15]=[CH:16][C:11]([C:10]2[C:6]3[C:4](=[O:3])[NH:22][CH2:21][CH2:20][C:7]=3[NH:8][C:9]=2[CH:18]=[O:19])=[CH:12][CH:13]=1. The yield is 0.263. (7) The reactants are N[C@]12CC[C@@H](C(C)=C)[C@@H]1[C@@H]1[C@@](C)(CC2)[C@@]2(C)[C@@H]([C@]3(C)[C@@H](CC2)C(C)(C)C(C2C=CC(C(OC)=O)=CC=2)=CC3)CC1.[F:41][C:42]1([F:90])[CH2:47][CH2:46][N:45]([CH2:48][C:49]([NH:51][C@:52]23[CH2:86][CH2:85][C@@H:84]([C:87]([CH3:89])=[CH2:88])[C@@H:53]2[C@@H:54]2[C@@:67]([CH3:70])([CH2:68][CH2:69]3)[C@@:66]3([CH3:71])[C@@H:57]([C@:58]4([CH3:83])[C@@H:63]([CH2:64][CH2:65]3)[C:62]([CH3:73])([CH3:72])[C:61]([C:74]3[CH:82]=[CH:81][C:77]([C:78]([OH:80])=[O:79])=[CH:76][CH:75]=3)=[CH:60][CH2:59]4)[CH2:56][CH2:55]2)=[O:50])C[CH2:43]1. No catalyst specified. The product is [F:41][C:42]1([F:90])[CH2:47][CH2:46][N:45]([CH2:48][C:49]([NH:51][C@:52]23[CH2:86][CH2:85][C@@H:84]([C:87]([CH3:89])=[CH2:88])[C@@H:53]2[C@@H:54]2[C@@:67]([CH3:70])([CH2:68][CH2:69]3)[C@@:66]3([CH3:71])[C@@H:57]([C@:58]4([CH3:83])[C@@H:63]([CH2:64][CH2:65]3)[C:62]([CH3:73])([CH3:72])[C:61]([C:74]3[CH:82]=[CH:81][C:77]([C:78]([OH:80])=[O:79])=[CH:76][CH:75]=3)=[CH:60][CH2:59]4)[CH2:56][CH2:55]2)=[O:50])[CH2:43]1. The yield is 0.380. (8) The reactants are [Br:1][C:2]1[C:7]([CH:8]=[O:9])=[C:6]([F:10])[C:5]([O:11]C)=[CH:4][CH:3]=1.B(Br)(Br)Br. The catalyst is ClCCl. The product is [Br:1][C:2]1[C:7]([CH:8]=[O:9])=[C:6]([F:10])[C:5]([OH:11])=[CH:4][CH:3]=1. The yield is 0.860.